From a dataset of Reaction yield outcomes from USPTO patents with 853,638 reactions. Predict the reaction yield, written as a fraction of the theoretical maximum amount of product (1.0 means a 100% yield; for example, 0.34 means a 34% yield). (1) The catalyst is C(Cl)Cl.O. The reactants are [Br:1][C:2]1[CH:3]=[CH:4][C:5]([C:11]([F:14])([F:13])[F:12])=[C:6]([CH:10]=1)[C:7]([OH:9])=O.[NH2:15][C:16]1[C:25]([CH3:26])=[CH:24][C:19]([C:20]([O:22][CH3:23])=[O:21])=[CH:18][C:17]=1[CH3:27].C(N(CC)CC)C.CCCP1(OP(CCC)(=O)OP(CCC)(=O)O1)=O. The product is [Br:1][C:2]1[CH:3]=[CH:4][C:5]([C:11]([F:14])([F:13])[F:12])=[C:6]([CH:10]=1)[C:7]([NH:15][C:16]1[C:17]([CH3:27])=[CH:18][C:19]([C:20]([O:22][CH3:23])=[O:21])=[CH:24][C:25]=1[CH3:26])=[O:9]. The yield is 0.277. (2) The reactants are Cl.[NH2:2][CH2:3][C:4]1[CH:13]=[CH:12][CH:11]=[C:10]2[C:5]=1[C:6](=[O:23])[N:7]([CH:15]1[CH2:20][CH2:19][C:18](=[O:21])[NH:17][C:16]1=[O:22])[C:8]([CH3:14])=[N:9]2.C1(C)C=CC(C(Cl)=O)=CC=1.C(N(CC)CC)C. The catalyst is O1CCCC1. The product is [NH2:2][CH2:3][C:4]1[CH:13]=[CH:12][CH:11]=[C:10]2[C:5]=1[C:6](=[O:23])[N:7]([CH:15]1[CH2:20][CH2:19][C:18](=[O:21])[NH:17][C:16]1=[O:22])[C:8]([CH3:14])=[N:9]2. The yield is 0.610. (3) The reactants are BrC1C=C[C:5](NCC(OC)=O)=[N:6]C=1.[CH2:14]([O:21][C:22]1[CH:23]=[CH:24][CH:25]=[C:26]2[C:30]=1[N:29]([CH3:31])[CH:28]=[C:27]2[CH:32]=O)[C:15]1[CH:20]=[CH:19][CH:18]=[CH:17][CH:16]=1.CN1C2C(=CC=CC=2)C(C)=C1C=O. No catalyst specified. The product is [CH2:14]([O:21][C:22]1[CH:23]=[CH:24][CH:25]=[C:26]2[C:30]=1[N:29]([CH3:31])[CH:28]=[C:27]2[CH2:32][NH:6][CH3:5])[C:15]1[CH:20]=[CH:19][CH:18]=[CH:17][CH:16]=1. The yield is 0.880.